Dataset: Full USPTO retrosynthesis dataset with 1.9M reactions from patents (1976-2016). Task: Predict the reactants needed to synthesize the given product. (1) Given the product [Br:1][C:2]1[CH:3]=[CH:4][C:5]([C:8]2[O:12][N:11]=[C:10]([CH3:13])[C:9]=2[NH:14][CH:25]([CH3:26])[CH2:24][CH2:23][C:17]2[C:18]([F:22])=[CH:19][CH:20]=[CH:21][C:16]=2[Cl:15])=[CH:6][CH:7]=1, predict the reactants needed to synthesize it. The reactants are: [Br:1][C:2]1[CH:7]=[CH:6][C:5]([C:8]2[O:12][N:11]=[C:10]([CH3:13])[C:9]=2[NH2:14])=[CH:4][CH:3]=1.[Cl:15][C:16]1[CH:21]=[CH:20][CH:19]=[C:18]([F:22])[C:17]=1[CH2:23][CH2:24][C:25](=O)[CH3:26]. (2) Given the product [F:17][C:15]1[CH:16]=[C:11]([CH2:10][C@@H:9]([C:19]2[C:24]([C:25]3[CH:26]=[CH:27][C:28]([F:34])=[C:29]([CH:33]=3)[C:30]([NH2:32])=[O:31])=[CH:23][CH:22]=[CH:21][N:20]=2)[NH:8][C:46](=[O:47])[CH2:45][C:35]2[C:44]3[C:39](=[CH:40][CH:41]=[CH:42][CH:43]=3)[CH:38]=[CH:37][CH:36]=2)[CH:12]=[C:13]([F:18])[CH:14]=1, predict the reactants needed to synthesize it. The reactants are: FC(F)(F)C(O)=O.[NH2:8][C@H:9]([C:19]1[C:24]([C:25]2[CH:26]=[CH:27][C:28]([F:34])=[C:29]([CH:33]=2)[C:30]([NH2:32])=[O:31])=[CH:23][CH:22]=[CH:21][N:20]=1)[CH2:10][C:11]1[CH:16]=[C:15]([F:17])[CH:14]=[C:13]([F:18])[CH:12]=1.[C:35]1([CH2:45][C:46](O)=[O:47])[C:44]2[C:39](=[CH:40][CH:41]=[CH:42][CH:43]=2)[CH:38]=[CH:37][CH:36]=1. (3) Given the product [Cl:3][CH2:6][CH2:7][CH2:8][CH2:9][CH2:10][CH2:11][NH:12][C:13]1[C:22]2[C:17](=[CH:18][CH:19]=[CH:20][CH:21]=2)[N:16]=[CH:15][C:14]=1[N+:23]([O-:25])=[O:24], predict the reactants needed to synthesize it. The reactants are: S(Cl)([Cl:3])=O.O[CH2:6][CH2:7][CH2:8][CH2:9][CH2:10][CH2:11][NH:12][C:13]1[C:22]2[C:17](=[CH:18][CH:19]=[CH:20][CH:21]=2)[N:16]=[CH:15][C:14]=1[N+:23]([O-:25])=[O:24]. (4) Given the product [ClH:1].[C:2]([N:5]1[CH2:6][CH2:7][N:8]([C:11]2[O:12][C:13]3[C:18]([C:19](=[O:22])[C:20]=2[CH3:21])=[CH:17][CH:16]=[C:15]([OH:23])[C:14]=3[CH3:27])[CH2:9][CH2:10]1)(=[O:4])[CH3:3], predict the reactants needed to synthesize it. The reactants are: [ClH:1].[C:2]([N:5]1[CH2:10][CH2:9][N:8]([C:11]2[O:12][C:13]3[C:18]([C:19](=[O:22])[C:20]=2[CH3:21])=[CH:17][CH:16]=[C:15]([O:23]COC)[C:14]=3[CH3:27])[CH2:7][CH2:6]1)(=[O:4])[CH3:3]. (5) Given the product [CH3:25][O:26][C:27]1[CH:35]=[CH:34][C:30]([C:31](=[O:32])[C:16](=[O:15])[CH3:17])=[CH:29][CH:28]=1, predict the reactants needed to synthesize it. The reactants are: CC1(C=CC(C)=CC1)S(C[N+]#[C-])(=O)=O.[O:15]1CC[CH2:17][CH2:16]1.C([Li])CCC.[CH3:25][O:26][C:27]1[CH:35]=[CH:34][C:30]([C:31](Cl)=[O:32])=[CH:29][CH:28]=1. (6) Given the product [ClH:22].[C:1]([C:5]1[CH:10]=[CH:9][C:8]([C:11]2[N:12]([C:30]([N:43]3[CH2:44][CH2:45][N:40]([CH2:39][CH2:38][O:37][CH3:36])[CH2:41][CH2:42]3)=[O:31])[C@H:13]([C:23]3[CH:24]=[CH:25][C:26]([Cl:29])=[CH:27][CH:28]=3)[C@H:14]([C:16]3[CH:17]=[CH:18][C:19]([Cl:22])=[CH:20][CH:21]=3)[N:15]=2)=[C:7]([O:33][CH2:34][CH3:35])[CH:6]=1)([CH3:4])([CH3:2])[CH3:3], predict the reactants needed to synthesize it. The reactants are: [C:1]([C:5]1[CH:10]=[CH:9][C:8]([C:11]2[N:12]([C:30](Cl)=[O:31])[CH:13]([C:23]3[CH:28]=[CH:27][C:26]([Cl:29])=[CH:25][CH:24]=3)[CH:14]([C:16]3[CH:21]=[CH:20][C:19]([Cl:22])=[CH:18][CH:17]=3)[N:15]=2)=[C:7]([O:33][CH2:34][CH3:35])[CH:6]=1)([CH3:4])([CH3:3])[CH3:2].[CH3:36][O:37][CH2:38][CH2:39][N:40]1[CH2:45][CH2:44][NH:43][CH2:42][CH2:41]1.